From a dataset of Catalyst prediction with 721,799 reactions and 888 catalyst types from USPTO. Predict which catalyst facilitates the given reaction. (1) Reactant: [C:1](Cl)(=O)C.[CH3:5][C:6]1[CH:7]=[C:8]([CH2:15][C:16]([OH:18])=[O:17])[CH:9]=[CH:10][C:11]=1[N+:12]([O-:14])=[O:13]. Product: [CH3:5][C:6]1[CH:7]=[C:8]([CH2:15][C:16]([O:18][CH3:1])=[O:17])[CH:9]=[CH:10][C:11]=1[N+:12]([O-:14])=[O:13]. The catalyst class is: 5. (2) Reactant: C(Cl)(=O)C(Cl)=O.CSC.[Cl:10][C:11]1[CH:21]=[C:20]([C:22]([NH:24][CH2:25][CH:26]([OH:28])[CH3:27])=[O:23])[CH:19]=[CH:18][C:12]=1[C:13]([O:15][CH2:16][CH3:17])=[O:14].C(N(CC)CC)C. Product: [Cl:10][C:11]1[CH:21]=[C:20]([C:22]([NH:24][CH2:25][C:26](=[O:28])[CH3:27])=[O:23])[CH:19]=[CH:18][C:12]=1[C:13]([O:15][CH2:16][CH3:17])=[O:14]. The catalyst class is: 46.